From a dataset of Reaction yield outcomes from USPTO patents with 853,638 reactions. Predict the reaction yield, written as a fraction of the theoretical maximum amount of product (1.0 means a 100% yield; for example, 0.34 means a 34% yield). (1) The reactants are Cl[CH2:2][C:3]1[N:12]([C:13]2[CH:18]=[CH:17][CH:16]=[CH:15][C:14]=2[Cl:19])[C:11](=[O:20])[C:10]2[C:5](=[CH:6][CH:7]=[CH:8][C:9]=2[F:21])[N:4]=1.O.[SH:23][C:24]1[N:32]=[CH:31][N:30]=[C:29]2[C:25]=1[NH:26][CH:27]=[N:28]2.C([O-])([O-])=O.[K+].[K+]. The catalyst is CN(C=O)C. The product is [Cl:19][C:14]1[CH:15]=[CH:16][CH:17]=[CH:18][C:13]=1[N:12]1[C:11](=[O:20])[C:10]2[C:5](=[CH:6][CH:7]=[CH:8][C:9]=2[F:21])[N:4]=[C:3]1[CH2:2][S:23][C:24]1[N:32]=[CH:31][N:30]=[C:29]2[C:25]=1[N:26]=[CH:27][NH:28]2. The yield is 0.560. (2) The reactants are [Cl:1][C:2]1[CH:3]=[CH:4][C:5]([O:32][CH:33]([F:35])[F:34])=[C:6]([C:8]2[N:9]=[C:10]([N:25]3[CH2:30][CH2:29][C:28](=O)[CH2:27][CH2:26]3)[S:11][C:12]=2[NH:13][C:14]([C:16]2[CH:17]=[N:18][N:19]3[CH:24]=[CH:23][CH:22]=[N:21][C:20]=23)=[O:15])[CH:7]=1.[CH3:36][NH:37][CH2:38][CH2:39][C:40]#[N:41].C(O)(=O)C.C([BH3-])#N. The catalyst is C(Cl)Cl.CO. The product is [Cl:1][C:2]1[CH:3]=[CH:4][C:5]([O:32][CH:33]([F:35])[F:34])=[C:6]([C:8]2[N:9]=[C:10]([N:25]3[CH2:26][CH2:27][CH:28]([N:37]([CH2:38][CH2:39][C:40]#[N:41])[CH3:36])[CH2:29][CH2:30]3)[S:11][C:12]=2[NH:13][C:14]([C:16]2[CH:17]=[N:18][N:19]3[CH:24]=[CH:23][CH:22]=[N:21][C:20]=23)=[O:15])[CH:7]=1. The yield is 0.460.